This data is from Forward reaction prediction with 1.9M reactions from USPTO patents (1976-2016). The task is: Predict the product of the given reaction. (1) Given the reactants [NH2:1][C:2]1[C:7](/[CH:8]=[CH:9]/[C:10]([O:12][CH2:13][CH3:14])=[O:11])=[C:6]([O:15][C:16]2[CH:21]=[CH:20][C:19]([N+:22]([O-])=O)=[CH:18][CH:17]=2)[CH:5]=[CH:4][N:3]=1.[Cl-].[NH4+].CN(C)C=O.C(O)C, predict the reaction product. The product is: [NH2:1][C:2]1[C:7](/[CH:8]=[CH:9]/[C:10]([O:12][CH2:13][CH3:14])=[O:11])=[C:6]([O:15][C:16]2[CH:17]=[CH:18][C:19]([NH2:22])=[CH:20][CH:21]=2)[CH:5]=[CH:4][N:3]=1. (2) Given the reactants [Cl:1][C:2]1[CH:7]=[CH:6][C:5]([C@H:8]([NH:11][S@@](C(C)(C)C)=O)[CH2:9][CH3:10])=[C:4]([F:18])[C:3]=1[O:19][C:20]1[CH:25]=[CH:24][C:23]([CH:26]=[N:27][OH:28])=[CH:22][CH:21]=1.Cl.FC1C(OC2C=CC=CC=2)=C(F)C=CC=1C(N)CC, predict the reaction product. The product is: [ClH:1].[NH2:11][C@@H:8]([C:5]1[C:4]([F:18])=[C:3]([C:2]([Cl:1])=[CH:7][CH:6]=1)[O:19][C:20]1[CH:21]=[CH:22][C:23]([CH:26]=[N:27][OH:28])=[CH:24][CH:25]=1)[CH2:9][CH3:10]. (3) Given the reactants [S:1]1[CH:5]=[CH:4][C:3]([CH:6]=O)=[CH:2]1.[C:8]12([NH2:18])[CH2:17][CH:12]3[CH2:13][CH:14]([CH2:16][CH:10]([CH2:11]3)[CH2:9]1)[CH2:15]2, predict the reaction product. The product is: [C:8]12([NH:18][CH2:6][C:3]3[CH:4]=[CH:5][S:1][CH:2]=3)[CH2:15][CH:14]3[CH2:13][CH:12]([CH2:11][CH:10]([CH2:16]3)[CH2:9]1)[CH2:17]2. (4) Given the reactants FC(F)(F)C(O)=O.ClCCl.[CH3:11][C:12]1[CH:17]=[CH:16][C:15]([S:18]([C:21]2[CH:26]=[CH:25][CH:24]=[CH:23][CH:22]=2)(=[O:20])=[O:19])=[CH:14][C:13]=1[S:27]([NH:30][CH:31]1[CH2:36][CH2:35][N:34](C(OC(C)(C)C)=O)[CH2:33][CH2:32]1)(=[O:29])=[O:28], predict the reaction product. The product is: [CH3:11][C:12]1[CH:17]=[CH:16][C:15]([S:18]([C:21]2[CH:26]=[CH:25][CH:24]=[CH:23][CH:22]=2)(=[O:20])=[O:19])=[CH:14][C:13]=1[S:27]([NH:30][CH:31]1[CH2:36][CH2:35][NH:34][CH2:33][CH2:32]1)(=[O:28])=[O:29].